Dataset: Full USPTO retrosynthesis dataset with 1.9M reactions from patents (1976-2016). Task: Predict the reactants needed to synthesize the given product. Given the product [CH3:11][C:4]1[C:5]([C:8]([N:16]2[CH2:17][CH2:18][N:13]([CH3:12])[CH2:14][CH2:15]2)=[O:10])=[CH:6][NH:7][C:3]=1[CH:1]=[O:2], predict the reactants needed to synthesize it. The reactants are: [CH:1]([C:3]1[NH:7][CH:6]=[C:5]([C:8]([OH:10])=O)[C:4]=1[CH3:11])=[O:2].[CH3:12][N:13]1[CH2:18][CH2:17][NH:16][CH2:15][CH2:14]1.